From a dataset of Reaction yield outcomes from USPTO patents with 853,638 reactions. Predict the reaction yield, written as a fraction of the theoretical maximum amount of product (1.0 means a 100% yield; for example, 0.34 means a 34% yield). (1) The yield is 0.520. The catalyst is C(O)C. The product is [NH2:23][CH:10]([C:8]1[CH:7]=[CH:6][C:3]([C:4]#[N:5])=[C:2]([F:1])[CH:9]=1)[CH2:13][C:12]([OH:18])=[O:17]. The reactants are [F:1][C:2]1[CH:9]=[C:8]([CH:10]=O)[CH:7]=[CH:6][C:3]=1[C:4]#[N:5].[C:12]([OH:18])(=[O:17])[CH2:13]C(O)=O.C([O-])(=O)C.[NH4+:23]. (2) The reactants are [C:1]([N:4]1[C:13]2[C:8](=[CH:9][CH:10]=[CH:11][CH:12]=2)[C@@H:7]([OH:14])[CH2:6][C@@H:5]1[CH3:15])(=[O:3])[CH3:2].[F:16][C:17]1[CH:23]=[CH:22][CH:21]=[CH:20][C:18]=1N. No catalyst specified. The product is [C:1]([N:4]1[C:13]2[C:8](=[CH:9][CH:10]=[CH:11][CH:12]=2)[C@H:7]([O:14][C:18]2[CH:20]=[CH:21][CH:22]=[CH:23][C:17]=2[F:16])[CH2:6][C@@H:5]1[CH3:15])(=[O:3])[CH3:2]. The yield is 0.530. (3) The reactants are Br[C:2]1[CH:7]=[CH:6][CH:5]=[C:4]([CH2:8][F:9])[N:3]=1.[CH2:10]([N:14]1[N:18]=[C:17]2[CH:19]=[C:20]([F:24])[CH:21]=[C:22]([F:23])[C:16]2=[N:15]1)[CH2:11][C:12]#[CH:13]. No catalyst specified. The product is [F:23][C:22]1[C:16]2[C:17](=[N:18][N:14]([CH2:10][CH2:11][C:12]#[C:13][C:2]3[CH:7]=[CH:6][CH:5]=[C:4]([CH2:8][F:9])[N:3]=3)[N:15]=2)[CH:19]=[C:20]([F:24])[CH:21]=1. The yield is 0.530.